From a dataset of Reaction yield outcomes from USPTO patents with 853,638 reactions. Predict the reaction yield, written as a fraction of the theoretical maximum amount of product (1.0 means a 100% yield; for example, 0.34 means a 34% yield). The reactants are [Si:1]([O:8][C@H:9]([C@H:17]([O:20][Si:21]([C:24]([CH3:27])([CH3:26])[CH3:25])([CH3:23])[CH3:22])[CH:18]=O)[CH2:10][CH2:11][CH2:12][C:13]([O:15][CH3:16])=[O:14])([C:4]([CH3:7])([CH3:6])[CH3:5])([CH3:3])[CH3:2].[CH:28]([I:31])(I)I. The catalyst is C1COCC1.[Cl-].[Cr+3].[Cl-].[Cl-]. The product is [Si:1]([O:8][C@H:9]([C@H:17]([O:20][Si:21]([C:24]([CH3:25])([CH3:27])[CH3:26])([CH3:22])[CH3:23])/[CH:18]=[CH:28]/[I:31])[CH2:10][CH2:11][CH2:12][C:13]([O:15][CH3:16])=[O:14])([C:4]([CH3:5])([CH3:7])[CH3:6])([CH3:3])[CH3:2]. The yield is 0.400.